Dataset: Full USPTO retrosynthesis dataset with 1.9M reactions from patents (1976-2016). Task: Predict the reactants needed to synthesize the given product. (1) Given the product [CH3:10][O:9][C:5]1[N:4]=[C:3]([CH3:11])[C:2]([B:17]([OH:20])[OH:18])=[C:7]([CH3:8])[CH:6]=1, predict the reactants needed to synthesize it. The reactants are: Br[C:2]1[C:3]([CH3:11])=[N:4][C:5]([O:9][CH3:10])=[CH:6][C:7]=1[CH3:8].C([Li])CCC.[B:17](OC)([O:20]C)[O:18]C.[Cl-].[NH4+]. (2) Given the product [C:32]([C:29]1[CH:30]=[CH:31][C:26]([CH2:25][N:20]2[C:21](=[O:24])[N:22]([CH3:23])[C:18]([CH2:17][CH2:16][CH2:15][C:12]3[CH:11]=[CH:10][C:9]([O:8][C:5]([CH3:6])([CH3:7])[C:4]([OH:36])=[O:3])=[CH:14][CH:13]=3)=[N:19]2)=[CH:27][CH:28]=1)([CH3:33])([CH3:34])[CH3:35], predict the reactants needed to synthesize it. The reactants are: C([O:3][C:4](=[O:36])[C:5]([O:8][C:9]1[CH:14]=[CH:13][C:12]([CH2:15][CH2:16][CH2:17][C:18]2[N:22]([CH3:23])[C:21](=[O:24])[N:20]([CH2:25][C:26]3[CH:31]=[CH:30][C:29]([C:32]([CH3:35])([CH3:34])[CH3:33])=[CH:28][CH:27]=3)[N:19]=2)=[CH:11][CH:10]=1)([CH3:7])[CH3:6])C.[OH-].[Na+]. (3) Given the product [Cl:10][C:11]1[CH:12]=[CH:13][C:14]([C@H:17]2[C@@:19]3([C:27]4[C:22](=[CH:23][CH:24]=[CH:25][CH:26]=4)[N:21]([CH2:2][CH2:3][N:4]4[CH2:9][CH2:8][CH2:7][CH2:6][CH2:5]4)[C:20]3=[O:28])[CH2:18]2)=[CH:15][CH:16]=1, predict the reactants needed to synthesize it. The reactants are: Cl[CH2:2][CH2:3][N:4]1[CH2:9][CH2:8][CH2:7][CH2:6][CH2:5]1.[Cl:10][C:11]1[CH:16]=[CH:15][C:14]([C@@H:17]2[C@:19]3([C:27]4[C:22](=[CH:23][CH:24]=[CH:25][CH:26]=4)[NH:21][C:20]3=[O:28])[CH2:18]2)=[CH:13][CH:12]=1. (4) Given the product [Cl:1][C:2]([F:16])([F:17])[C:3]([NH:5][C:6]1[CH:7]=[N:8][C:9]([C:12]2[N:13]=[C:20]([C:19]([F:30])([F:29])[F:18])[O:15][N:14]=2)=[CH:10][CH:11]=1)=[O:4], predict the reactants needed to synthesize it. The reactants are: [Cl:1][C:2]([F:17])([F:16])[C:3]([NH:5][C:6]1[CH:7]=[N:8][C:9]([C:12](=[N:14][OH:15])[NH2:13])=[CH:10][CH:11]=1)=[O:4].[F:18][C:19]([F:30])([F:29])[C:20](O[C:20](=O)[C:19]([F:30])([F:29])[F:18])=O.